Dataset: Peptide-MHC class II binding affinity with 134,281 pairs from IEDB. Task: Regression. Given a peptide amino acid sequence and an MHC pseudo amino acid sequence, predict their binding affinity value. This is MHC class II binding data. The peptide sequence is AFKVAATAANTAPAN. The MHC is DRB1_0701 with pseudo-sequence DRB1_0701. The binding affinity (normalized) is 0.625.